This data is from Forward reaction prediction with 1.9M reactions from USPTO patents (1976-2016). The task is: Predict the product of the given reaction. Given the reactants CN(C)[CH:3]=[O:4].[OH:6][C:7]1[CH:14]=[CH:13][C:12](O)=[CH:11][C:8]=1[CH:9]=[O:10].[H-].[Na+].[CH2:18](Br)[C:19]1[CH:24]=[CH:23][CH:22]=[CH:21][CH:20]=1, predict the reaction product. The product is: [CH2:18]([O:6][C:7]1[CH:14]=[CH:13][C:12]([O:4][CH2:3][C:7]2[CH:14]=[CH:13][CH:12]=[CH:11][CH:8]=2)=[CH:11][C:8]=1[CH:9]=[O:10])[C:19]1[CH:24]=[CH:23][CH:22]=[CH:21][CH:20]=1.